Dataset: Catalyst prediction with 721,799 reactions and 888 catalyst types from USPTO. Task: Predict which catalyst facilitates the given reaction. (1) Reactant: C(OC([N:8]1[CH2:12][CH2:11][CH2:10][CH:9]1[C:13]1[NH:14][C:15]([C:20]2[CH:25]=[CH:24][C:23](Br)=[CH:22][CH:21]=2)([CH3:19])[C:16](=[O:18])[N:17]=1)=O)(C)(C)C.[B:36]1([B:36]2[O:40][C:39]([CH3:42])([CH3:41])[C:38]([CH3:44])([CH3:43])[O:37]2)[O:40][C:39]([CH3:42])([CH3:41])[C:38]([CH3:44])([CH3:43])[O:37]1.[C:45]([O-:48])(=[O:47])C.[K+]. Product: [C:15]([O:48][C:45]([CH:11]1[CH2:12][NH:8][CH:9]([C:13]2[NH:14][C:15]([CH3:19])([C:20]3[CH:21]=[CH:22][C:23]([B:36]4[O:37][C:38]([CH3:43])([CH3:44])[C:39]([CH3:41])([CH3:42])[O:40]4)=[CH:24][CH:25]=3)[C:16](=[O:18])[N:17]=2)[CH2:10]1)=[O:47])([CH3:20])([CH3:19])[CH3:16]. The catalyst class is: 203. (2) Reactant: CS[C:3]1[CH:8]=[CH:7][CH:6]=[CH:5][C:4]=1[C:9]1[C:18]2[CH:17]=[C:16]([C:19]([O:21][CH3:22])=[O:20])[CH:15]=[CH:14][C:13]=2[CH2:12][CH2:11][CH:10]=1.Cl[C:24]1C=CC=C(C(OO)=O)C=1.[S:34]([O-:37])(O)=[O:35].[Na+]. Product: [CH3:24][S:34]([C:3]1[CH:8]=[CH:7][CH:6]=[CH:5][C:4]=1[C:9]1[C:18]2[CH:17]=[C:16]([C:19]([O:21][CH3:22])=[O:20])[CH:15]=[CH:14][C:13]=2[CH2:12][CH2:11][CH:10]=1)(=[O:37])=[O:35]. The catalyst class is: 4. (3) Reactant: [CH:1]1([CH2:4][C@H:5]([NH:8][C:9](=[O:18])[O:10][CH2:11]C2C=CC=CC=2)CO)[CH2:3][CH2:2]1.[H-].[Na+]. Product: [CH:1]1([CH2:4][C@H:5]2[CH2:11][O:10][C:9](=[O:18])[NH:8]2)[CH2:2][CH2:3]1. The catalyst class is: 3. (4) Reactant: [NH2:1][CH2:2][CH2:3][CH2:4][C:5]([CH3:9])([CH3:8])[CH2:6][OH:7].[N:10]([CH2:13][CH2:14][CH2:15][CH2:16][C:17]1[CH:22]=[CH:21][CH:20]=[CH:19][CH:18]=1)=[C:11]=[O:12]. Product: [OH:7][CH2:6][C:5]([CH3:9])([CH3:8])[CH2:4][CH2:3][CH2:2][NH:1][C:11]([NH:10][CH2:13][CH2:14][CH2:15][CH2:16][C:17]1[CH:18]=[CH:19][CH:20]=[CH:21][CH:22]=1)=[O:12]. The catalyst class is: 2. (5) Reactant: Cl[C:2]1[C:7]([O:8][C:9]2[CH:14]=[CH:13][CH:12]=[CH:11][C:10]=2[O:15][CH3:16])=[C:6]([Cl:17])[N:5]=[C:4]([C:18]2[N:23]=[CH:22][CH:21]=[CH:20][N:19]=2)[N:3]=1.[K+].[CH2:25]([S:27]([NH-:30])(=[O:29])=[O:28])[CH3:26].Cl. Product: [Cl:17][C:6]1[N:5]=[C:4]([C:18]2[N:23]=[CH:22][CH:21]=[CH:20][N:19]=2)[N:3]=[C:2]([NH:30][S:27]([CH2:25][CH3:26])(=[O:29])=[O:28])[C:7]=1[O:8][C:9]1[CH:14]=[CH:13][CH:12]=[CH:11][C:10]=1[O:15][CH3:16]. The catalyst class is: 16. (6) Reactant: [H-].[Na+].[C:3]([C:7]1[CH:12]=[CH:11][C:10]([C:13](=[N:15][OH:16])[CH3:14])=[CH:9][CH:8]=1)([CH3:6])([CH3:5])[CH3:4].[CH3:17][O:18][C:19](=[O:31])[C:20]1[CH:25]=[CH:24][C:23]([O:26][CH2:27][CH2:28]Br)=[CH:22][C:21]=1[OH:30]. Product: [CH3:17][O:18][C:19](=[O:31])[C:20]1[CH:25]=[CH:24][C:23]([O:26][CH2:27][CH2:28][O:16][N:15]=[C:13]([C:10]2[CH:11]=[CH:12][C:7]([C:3]([CH3:6])([CH3:4])[CH3:5])=[CH:8][CH:9]=2)[CH3:14])=[CH:22][C:21]=1[OH:30]. The catalyst class is: 7.